This data is from NCI-60 drug combinations with 297,098 pairs across 59 cell lines. The task is: Regression. Given two drug SMILES strings and cell line genomic features, predict the synergy score measuring deviation from expected non-interaction effect. (1) Drug 1: COC1=C(C=C2C(=C1)N=CN=C2NC3=CC(=C(C=C3)F)Cl)OCCCN4CCOCC4. Drug 2: CC1CCC2CC(C(=CC=CC=CC(CC(C(=O)C(C(C(=CC(C(=O)CC(OC(=O)C3CCCCN3C(=O)C(=O)C1(O2)O)C(C)CC4CCC(C(C4)OC)O)C)C)O)OC)C)C)C)OC. Cell line: HCT-15. Synergy scores: CSS=43.5, Synergy_ZIP=-12.9, Synergy_Bliss=-7.36, Synergy_Loewe=-1.41, Synergy_HSA=-0.411. (2) Drug 1: C1=CC(=CC=C1CC(C(=O)O)N)N(CCCl)CCCl.Cl. Drug 2: C(CCl)NC(=O)N(CCCl)N=O. Cell line: CAKI-1. Synergy scores: CSS=17.9, Synergy_ZIP=-4.23, Synergy_Bliss=-1.20, Synergy_Loewe=-9.37, Synergy_HSA=-0.922. (3) Drug 1: C1=CC(=C2C(=C1NCCNCCO)C(=O)C3=C(C=CC(=C3C2=O)O)O)NCCNCCO. Drug 2: C1CNP(=O)(OC1)N(CCCl)CCCl. Cell line: SR. Synergy scores: CSS=79.9, Synergy_ZIP=7.26, Synergy_Bliss=6.69, Synergy_Loewe=-21.8, Synergy_HSA=6.71. (4) Drug 1: CS(=O)(=O)C1=CC(=C(C=C1)C(=O)NC2=CC(=C(C=C2)Cl)C3=CC=CC=N3)Cl. Drug 2: CC(C)NC(=O)C1=CC=C(C=C1)CNNC.Cl. Cell line: SNB-19. Synergy scores: CSS=-0.879, Synergy_ZIP=0.399, Synergy_Bliss=-0.821, Synergy_Loewe=-2.54, Synergy_HSA=-1.95. (5) Drug 1: C1=CC(=CC=C1CCCC(=O)O)N(CCCl)CCCl. Drug 2: CN(CC1=CN=C2C(=N1)C(=NC(=N2)N)N)C3=CC=C(C=C3)C(=O)NC(CCC(=O)O)C(=O)O. Cell line: SK-OV-3. Synergy scores: CSS=29.0, Synergy_ZIP=-4.15, Synergy_Bliss=-2.89, Synergy_Loewe=-28.1, Synergy_HSA=-3.19. (6) Drug 1: CC1C(C(CC(O1)OC2CC(CC3=C2C(=C4C(=C3O)C(=O)C5=C(C4=O)C(=CC=C5)OC)O)(C(=O)C)O)N)O.Cl. Drug 2: C1=CC(=CC=C1C#N)C(C2=CC=C(C=C2)C#N)N3C=NC=N3. Cell line: RXF 393. Synergy scores: CSS=8.04, Synergy_ZIP=-5.23, Synergy_Bliss=-0.173, Synergy_Loewe=0.595, Synergy_HSA=0.743. (7) Drug 1: CC(C)(C#N)C1=CC(=CC(=C1)CN2C=NC=N2)C(C)(C)C#N. Drug 2: CCC1=C2CN3C(=CC4=C(C3=O)COC(=O)C4(CC)O)C2=NC5=C1C=C(C=C5)O. Cell line: EKVX. Synergy scores: CSS=8.38, Synergy_ZIP=-1.33, Synergy_Bliss=1.88, Synergy_Loewe=-15.0, Synergy_HSA=-0.341. (8) Drug 1: C1C(C(OC1N2C=NC3=C(N=C(N=C32)Cl)N)CO)O. Drug 2: CC12CCC3C(C1CCC2OP(=O)(O)O)CCC4=C3C=CC(=C4)OC(=O)N(CCCl)CCCl.[Na+]. Cell line: HCC-2998. Synergy scores: CSS=48.2, Synergy_ZIP=0.497, Synergy_Bliss=-0.910, Synergy_Loewe=-50.8, Synergy_HSA=-3.27. (9) Drug 1: C1=NC2=C(N=C(N=C2N1C3C(C(C(O3)CO)O)F)Cl)N. Cell line: COLO 205. Synergy scores: CSS=18.0, Synergy_ZIP=0.158, Synergy_Bliss=1.77, Synergy_Loewe=-3.90, Synergy_HSA=1.18. Drug 2: CC1=C(N=C(N=C1N)C(CC(=O)N)NCC(C(=O)N)N)C(=O)NC(C(C2=CN=CN2)OC3C(C(C(C(O3)CO)O)O)OC4C(C(C(C(O4)CO)O)OC(=O)N)O)C(=O)NC(C)C(C(C)C(=O)NC(C(C)O)C(=O)NCCC5=NC(=CS5)C6=NC(=CS6)C(=O)NCCC[S+](C)C)O.